This data is from Full USPTO retrosynthesis dataset with 1.9M reactions from patents (1976-2016). The task is: Predict the reactants needed to synthesize the given product. (1) Given the product [CH:33]1([C:7]2[CH:8]=[C:9]([CH:14]=[C:15]([CH:46]3[CH2:40][CH2:41]3)[CH:16]=2)[C:10]([O:12][CH3:13])=[O:11])[CH2:35][CH2:34]1, predict the reactants needed to synthesize it. The reactants are: FC(F)(F)S(O[C:7]1[CH:8]=[C:9]([CH:14]=[C:15](OS(C(F)(F)F)(=O)=O)[CH:16]=1)[C:10]([O:12][CH3:13])=[O:11])(=O)=O.C([O-])([O-])=O.[K+].[K+].[CH:33]1(OB(O)O)[CH2:35][CH2:34]1.[C:40]1([CH3:46])C=CC=C[CH:41]=1. (2) Given the product [C:32]([OH:37])(=[O:36])[C:33]([OH:35])=[O:34].[NH:26]1[CH2:31][CH2:30][O:29][CH2:28][CH2:27]1, predict the reactants needed to synthesize it. The reactants are: ClC1C=C(N2C(C)=NC(S)=N2)C=CC=1Cl.C(=O)([O-])[O-].[K+].[K+].Cl.ClCC[N:26]1[CH2:31][CH2:30][O:29][CH2:28][CH2:27]1.[C:32]([OH:37])(=[O:36])[C:33]([OH:35])=[O:34]. (3) Given the product [O:68]=[C:69]1[CH:73]=[CH:72][C:71](=[O:74])[N:1]1[CH2:2][CH2:3][CH2:4][CH2:5][CH2:6][CH2:7][N:8]([CH3:62])[C@H:9]([C:13]([NH:15][C@H:16]([C:20]([N:22]([C@@H:24]([C@@H:58]([CH3:61])[CH2:59][CH3:60])[C@H:25]([O:56][CH3:57])[CH2:26][C:27]([N:29]1[CH2:33][CH2:32][CH2:31][C@H:30]1[C@H:34]([O:54][CH3:55])[C@@H:35]([CH3:53])[C:36]([NH:38][C@@H:39]([CH2:43][C:44]1[C:52]2[C:47](=[CH:48][CH:49]=[CH:50][CH:51]=2)[NH:46][CH:45]=1)[C:40]([NH2:42])=[O:41])=[O:37])=[O:28])[CH3:23])=[O:21])[CH:17]([CH3:18])[CH3:19])=[O:14])[CH:10]([CH3:12])[CH3:11], predict the reactants needed to synthesize it. The reactants are: [NH2:1][CH2:2][CH2:3][CH2:4][CH2:5][CH2:6][CH2:7][N:8]([CH3:62])[C@H:9]([C:13]([NH:15][C@H:16]([C:20]([N:22]([C@@H:24]([C@@H:58]([CH3:61])[CH2:59][CH3:60])[C@H:25]([O:56][CH3:57])[CH2:26][C:27]([N:29]1[CH2:33][CH2:32][CH2:31][C@H:30]1[C@H:34]([O:54][CH3:55])[C@@H:35]([CH3:53])[C:36]([NH:38][C@@H:39]([CH2:43][C:44]1[C:52]2[C:47](=[CH:48][CH:49]=[CH:50][CH:51]=2)[NH:46][CH:45]=1)[C:40]([NH2:42])=[O:41])=[O:37])=[O:28])[CH3:23])=[O:21])[CH:17]([CH3:19])[CH3:18])=[O:14])[CH:10]([CH3:12])[CH3:11].C(=O)([O-])O.[Na+].[O:68]=[C:69]1[CH:73]=[CH:72][C:71](=[O:74])N1C(OC)=O. (4) Given the product [CH2:13]([NH:1][C@@H:2]([CH:6]1[CH2:10][CH2:9]1)[C:3]([OH:5])=[O:4])[C:14]1[CH:19]=[CH:18][CH:17]=[CH:16][CH:15]=1, predict the reactants needed to synthesize it. The reactants are: [NH2:1][C@@H:2]([CH:6]1[CH2:10][CH2:9]CC1)[C:3]([OH:5])=[O:4].[OH-].[Na+].[CH:13](=O)[C:14]1[CH:19]=[CH:18][CH:17]=[CH:16][CH:15]=1.[BH4-].[Na+]. (5) Given the product [O:23]=[C:21]([CH3:22])[CH2:3][C:4]([C@H:6]1[CH2:10][CH2:9][CH2:8][N:7]1[C:11]([O:13][CH2:14][C:15]1[CH:16]=[CH:17][CH:18]=[CH:19][CH:20]=1)=[O:12])=[O:5], predict the reactants needed to synthesize it. The reactants are: C(=[C:3]([C:21](=[O:23])[CH3:22])[C:4]([C@H:6]1[CH2:10][CH2:9][CH2:8][N:7]1[C:11]([O:13][CH2:14][C:15]1[CH:20]=[CH:19][CH:18]=[CH:17][CH:16]=1)=[O:12])=[O:5])=O.